Dataset: Experimentally validated miRNA-target interactions with 360,000+ pairs, plus equal number of negative samples. Task: Binary Classification. Given a miRNA mature sequence and a target amino acid sequence, predict their likelihood of interaction. (1) The miRNA is hsa-miR-4732-5p with sequence UGUAGAGCAGGGAGCAGGAAGCU. The protein sequence of the target gene is MREKGRRQAVRGPAFMFNDRGTSLTAEEERFLDAAEYGNIPVVRKMLEESKTLNVNCVDYMGQNALQLAVGNEHLEVTELLLKKENLARIGDALLLAISKGYVRIVEAILNHPGFAASKRLTLSPCEQELQDDDFYAYDEDGTRFSPDITPIILAAHCQKYEVVHMLLMKGARIERPHDYFCKCGDCMEKQRHDSFSHSRSRINAYKGLASPAYLSLSSEDPVLTALELSNELAKLANIEKEFKNDYRKLSMQCKDFVVGVLDLCRDSEEVEAILNGDLESAEPLEVHRHKASLSRVKLA.... Result: 0 (no interaction). (2) The miRNA is hsa-miR-660-5p with sequence UACCCAUUGCAUAUCGGAGUUG. The protein sequence of the target gene is MEGVELKEEWQDEDFPIPLPEDDSIEADTLDGTDPDRQPGSLEVNGNKVRKKLMAPDISLTLDPGEDSLWSDDLDEAGEVDLEGLDTPSENSDEFEWEDDLPKPKTTEVIRKGSITEYTATEEKGDGRRWRMFRIGEQDHRVDMKAIEPYKKVISHGGYYGDGLNAIVVFAVCFMPESGQPNYRYLMDNLFKYVIGTLELLVAENYMIIYLNGATTRRKMPSLGWLRRCYQQIDRRLRKNLKSLIIVHPSWFIRTLLAVTRPFISSKFSQKIRYVFNLAELAELVPMEYVGIPECIKQYE.... Result: 0 (no interaction). (3) The miRNA is hsa-miR-4286 with sequence ACCCCACUCCUGGUACC. The protein sequence of the target gene is MERARDRLHLRRTTEQHVPEVEVQVKRRRTASLSNQECQLYPRRSQQQQVPVVDFQAELRQAFLAETPRGG. Result: 0 (no interaction). (4) The miRNA is hsa-miR-520a-3p with sequence AAAGUGCUUCCCUUUGGACUGU. The protein sequence of the target gene is MALKDYALEKEKVKKFLQEFYQDDELGKKQFKYGNQLVRLAHREQVALYVDLDDVAEDDPELVDSICENARRYAKLFADAVQELLPQYKEREVVNKDVLDVYIEHRLMMEQRSRDPGMVRSPQNQYPAELMRRFELYFQGPSSNKPRVIREVRADSVGKLVTVRGIVTRVSEVKPKMVVATYTCDQCGAETYQPIQSPTFMPLIMCPSQECQTNRSGGRLYLQTRGSRFIKFQEMKMQEHSDQVPVGNIPRSITVLVEGENTRIAQPGDHVSVTGIFLPILRTGFRQVVQGLLSETYLEA.... Result: 1 (interaction). (5) The miRNA is hsa-miR-4640-3p with sequence CACCCCCUGUUUCCUGGCCCAC. The protein sequence of the target gene is MGHSPPVLPLCASVSLLGGLTFGYELAVISGALLPLQLDFGLSCLEQEFLVGSLLLGALLASLVGGFLIDCYGRKQAILGSNLVLLAGSLTLGLAGSLAWLVLGRAVVGFAISLSSMACCIYVSELVGPRQRGVLVSLYEAGITVGILLSYALNYALAGTPWGWRHMFGWATAPAVLQSLSLLFLPAGTDETATHKDLIPLQGGEAPKLGPGRPRYSFLDLFRARDNMRGRTTVGLGLVLFQQLTGQPNVLCYASTIFSSVGFHGGSSAVLASVGLGAVKVAATLTAMGLVDRAGRRALL.... Result: 0 (no interaction). (6) The miRNA is hsa-miR-4487 with sequence AGAGCUGGCUGAAGGGCAG. The protein sequence of the target gene is MLRREARLRREYLYRKAREEAQRSAQERKERLRRALEENRLIPTELRREALALQGSLEFDDAGGEGVTSHVDDEYRWAGVEDPKVMITTSRDPSSRLKMFAKELKLVFPGAQRMNRGRHEVGALVRACKANGVTDLLVVHEHRGTPVGLIVSHLPFGPTAYFTLCNVVMRHDIPDLGTMSEAKPHLITHGFSSRLGKRVSDILRYLFPVPKDDSHRVITFANQDDYISFRHHVYKKTDHRNVELTEVGPRFELKLYMIRLGTLEQEATADVEWRWHPYTNTARKRVFLSTE. Result: 1 (interaction). (7) The miRNA is hsa-miR-628-3p with sequence UCUAGUAAGAGUGGCAGUCGA. The protein sequence of the target gene is MDILKSEILRKRQLVEDRNLLVENKKYFKRSELARKEEEAYYERCGYKIQPKEDDQKPLTSSNPVLELELAEEKLPMTLSRQEVIRRLRERGEPIRLFGETDYDAFQRLRKIEILTPEVNKGLRNDLKAALDKIDQQYLNEIVGGQEPGEEDTQNDLKVHEENTTIEELEALGESLGKGDDHKDMDIITKFLKFLLGVWAKELNAREDYVKRSVQGKLNSATQKQTESYLRPLFRKLRKRNLPADIKESITDIIKFMLQREYVKANDAYLQMAIGNAPWPIGVTMVGIHARTGREKIFSK.... Result: 0 (no interaction). (8) The miRNA is hsa-miR-1909-5p with sequence UGAGUGCCGGUGCCUGCCCUG. The protein sequence of the target gene is MIMYGGGGAGKDGGSTNHLSDGGVILKKGPWTAAEDEILAAYVRENGEGNWNAVQKNTGLARCGKSCRLRWANHLRPNLKKGSFTGDEERLIIQLHAQLGNKWARMAAQLPGRTDNEIKNYWNTRLKRLLRQGLPLYPPDIIPNHQLHPHPHHQQQQQHNHHHHHHQQQQQHQQMYFQPQSSQRNTPSSSPLPSPTPANAKSSSSFTFHTTTANLLHPLSPHTPNTPSQLSSTPPPPPLSSPLCSPRNNQYPTLPLFALPRSQINNNNNGNFTFPRPPPLLQPPSSLFAKRYNNANTPLN.... Result: 0 (no interaction).